Regression. Given two drug SMILES strings and cell line genomic features, predict the synergy score measuring deviation from expected non-interaction effect. From a dataset of NCI-60 drug combinations with 297,098 pairs across 59 cell lines. Drug 1: CCC1=C2CN3C(=CC4=C(C3=O)COC(=O)C4(CC)O)C2=NC5=C1C=C(C=C5)O. Drug 2: C1C(C(OC1N2C=NC(=NC2=O)N)CO)O. Cell line: MDA-MB-231. Synergy scores: CSS=17.0, Synergy_ZIP=-4.86, Synergy_Bliss=3.69, Synergy_Loewe=5.79, Synergy_HSA=6.69.